The task is: Predict the product of the given reaction.. This data is from Forward reaction prediction with 1.9M reactions from USPTO patents (1976-2016). (1) Given the reactants [CH2:1]([N:8]1[CH2:13][CH2:12][N:11]2[C:14]([CH:17]([OH:37])[CH2:18][C:19]3[CH:27]=[C:26]([CH3:28])[C:25]4[C:21](=[CH:22][N:23]([CH2:29][O:30][CH2:31][CH2:32][Si:33]([CH3:36])([CH3:35])[CH3:34])[N:24]=4)[CH:20]=3)=[N:15][CH:16]=[C:10]2[CH2:9]1)[C:2]1[CH:7]=[CH:6][CH:5]=[CH:4][CH:3]=1.[O:38]=[C:39]1[C:48]([CH:49]2[CH2:54][CH2:53][N:52]([C:55](OC3C=CC([N+]([O-])=O)=CC=3)=[O:56])[CH2:51][CH2:50]2)=[CH:47][C:46]2[C:41](=[CH:42][CH:43]=[CH:44][CH:45]=2)[NH:40]1.[H-].[Na+].O, predict the reaction product. The product is: [O:38]=[C:39]1[C:48]([CH:49]2[CH2:50][CH2:51][N:52]([C:55]([O:37][CH:17]([C:14]3[N:11]4[CH2:12][CH2:13][N:8]([CH2:1][C:2]5[CH:7]=[CH:6][CH:5]=[CH:4][CH:3]=5)[CH2:9][C:10]4=[CH:16][N:15]=3)[CH2:18][C:19]3[CH:27]=[C:26]([CH3:28])[C:25]4[C:21](=[CH:22][N:23]([CH2:29][O:30][CH2:31][CH2:32][Si:33]([CH3:35])([CH3:34])[CH3:36])[N:24]=4)[CH:20]=3)=[O:56])[CH2:53][CH2:54]2)=[CH:47][C:46]2[C:41](=[CH:42][CH:43]=[CH:44][CH:45]=2)[NH:40]1. (2) Given the reactants [CH:1]([O:4][C:5]([N:7]1[CH2:13][CH2:12][CH2:11][CH:10]([N:14]([C:30](=[O:32])[CH3:31])[CH2:15][C:16]2[CH:21]=[C:20]([C:22]([F:25])([F:24])[F:23])[CH:19]=[C:18]([C:26]([F:29])([F:28])[F:27])[CH:17]=2)[C:9]2[CH:33]=[CH:34][C:35](Br)=[CH:36][C:8]1=2)=[O:6])([CH3:3])[CH3:2].[CH3:38][N:39](C)C=O, predict the reaction product. The product is: [C:30]([N:14]([CH2:15][C:16]1[CH:21]=[C:20]([C:22]([F:25])([F:24])[F:23])[CH:19]=[C:18]([C:26]([F:29])([F:28])[F:27])[CH:17]=1)[CH:10]1[CH2:11][CH2:12][CH2:13][N:7]([C:5]([O:4][CH:1]([CH3:3])[CH3:2])=[O:6])[C:8]2[CH:36]=[C:35]([C:38]#[N:39])[CH:34]=[CH:33][C:9]1=2)(=[O:32])[CH3:31]. (3) Given the reactants [CH:1]1([O:7][CH:8]([C:12]2[CH:17]=[CH:16][C:15]([Cl:18])=[C:14]([Cl:19])[CH:13]=2)[C:9]([OH:11])=O)[CH2:6][CH2:5][CH2:4][CH2:3][CH2:2]1.F[P-](F)(F)(F)(F)F.N1(O[PH2+]N(C)C)C2C=CC=CC=2N=N1.C(N(CC)CC)C.[NH2:48][C:49]1[S:50][CH:51]=[CH:52][N:53]=1, predict the reaction product. The product is: [CH:1]1([O:7][CH:8]([C:12]2[CH:17]=[CH:16][C:15]([Cl:18])=[C:14]([Cl:19])[CH:13]=2)[C:9]([NH:48][C:49]2[S:50][CH:51]=[CH:52][N:53]=2)=[O:11])[CH2:2][CH2:3][CH2:4][CH2:5][CH2:6]1. (4) Given the reactants [CH3:1][O:2][C:3]1[CH:8]=[CH:7][C:6]([C:9]2[CH:14]=[CH:13][C:12](/[CH:15]=[CH:16]/[C:17]([O:19][CH2:20][CH3:21])=[O:18])=[CH:11][CH:10]=2)=[CH:5][CH:4]=1.C(O)(=O)C, predict the reaction product. The product is: [CH3:1][O:2][C:3]1[CH:4]=[CH:5][C:6]([C:9]2[CH:14]=[CH:13][C:12]([CH2:15][CH2:16][C:17]([O:19][CH2:20][CH3:21])=[O:18])=[CH:11][CH:10]=2)=[CH:7][CH:8]=1. (5) Given the reactants [F:1][C:2]1[CH:7]=[C:6]([F:8])[CH:5]=[CH:4][C:3]=1[N:9]1[C:13]([OH:14])=[CH:12][C:11]([C:15]([O:17][CH2:18][CH3:19])=[O:16])=[N:10]1.C(N(CC)CC)C.C1C=CC(N([S:34]([C:37]([F:40])([F:39])[F:38])(=[O:36])=[O:35])[S:34]([C:37]([F:40])([F:39])[F:38])(=[O:36])=[O:35])=CC=1.O, predict the reaction product. The product is: [F:1][C:2]1[CH:7]=[C:6]([F:8])[CH:5]=[CH:4][C:3]=1[N:9]1[C:13]([O:14][S:34]([C:37]([F:40])([F:39])[F:38])(=[O:36])=[O:35])=[CH:12][C:11]([C:15]([O:17][CH2:18][CH3:19])=[O:16])=[N:10]1. (6) The product is: [CH:1]1[C:10]2[C:5](=[CH:6][CH:7]=[CH:8][CH:9]=2)[CH:4]=[CH:3][C:2]=1[C:11]1[CH:12]([C:19]2[CH:24]=[CH:23][N:22]=[CH:21][CH:20]=2)[CH2:13][C:14](=[O:16])[NH:27][N:28]=1. Given the reactants [CH:1]1[C:10]2[C:5](=[CH:6][CH:7]=[CH:8][CH:9]=2)[CH:4]=[CH:3][C:2]=1[C:11](=O)[CH:12]([C:19]1[CH:24]=[CH:23][N:22]=[CH:21][CH:20]=1)[CH2:13][C:14]([O:16]CC)=O.O.[NH2:27][NH2:28], predict the reaction product. (7) Given the reactants [C:1]([CH2:4][NH:5][CH:6]1[CH2:10][CH2:9][N:8]([C:11]2[CH:16]=[CH:15][C:14]([NH:17][C:18]([C:20]3([C:23]4[CH:28]=[CH:27][C:26]([OH:29])=[CH:25][CH:24]=4)[CH2:22][CH2:21]3)=[O:19])=[CH:13][CH:12]=2)[CH2:7]1)(=[O:3])[CH3:2].[CH2:30](Br)[CH2:31][CH2:32][CH3:33], predict the reaction product. The product is: [C:1]([CH2:4][NH:5][CH:6]1[CH2:10][CH2:9][N:8]([C:11]2[CH:12]=[CH:13][C:14]([NH:17][C:18]([C:20]3([C:23]4[CH:28]=[CH:27][C:26]([O:29][CH2:30][CH2:31][CH2:32][CH3:33])=[CH:25][CH:24]=4)[CH2:21][CH2:22]3)=[O:19])=[CH:15][CH:16]=2)[CH2:7]1)(=[O:3])[CH3:2].